This data is from Forward reaction prediction with 1.9M reactions from USPTO patents (1976-2016). The task is: Predict the product of the given reaction. Given the reactants [O:1]1[CH2:6][CH2:5][CH2:4][CH2:3][CH:2]1[N:7]1[CH:11]=[C:10]([C:12]2[CH:37]=[CH:36][C:15]3[N:16]([CH2:19][CH:20]4[CH2:25][CH2:24][N:23](C(OCC5C=CC=CC=5)=O)[CH2:22][CH2:21]4)[CH:17]=[N:18][C:14]=3[CH:13]=2)[CH:9]=[N:8]1.[H][H].CO, predict the reaction product. The product is: [NH:23]1[CH2:22][CH2:21][CH:20]([CH2:19][N:16]2[C:15]3[CH:36]=[CH:37][C:12]([C:10]4[CH:9]=[N:8][N:7]([CH:2]5[CH2:3][CH2:4][CH2:5][CH2:6][O:1]5)[CH:11]=4)=[CH:13][C:14]=3[N:18]=[CH:17]2)[CH2:25][CH2:24]1.